From a dataset of Choline transporter screen with 302,306 compounds. Binary Classification. Given a drug SMILES string, predict its activity (active/inactive) in a high-throughput screening assay against a specified biological target. (1) The drug is Brc1ccc(OC(C(=O)N(CC(=O)Nc2ccc(N3CCOCC3)cc2)C)C)cc1. The result is 0 (inactive). (2) The result is 0 (inactive). The compound is O=C(N1CCN(CC1)c1c(ccc(c1)C)C)c1cc2c(n(c(c2C)C)C)cc1. (3) The compound is O=C(N(CC1CN(CCC1)CCc1cc(OC)ccc1)CC)c1c(occ1)C. The result is 0 (inactive).